This data is from Reaction yield outcomes from USPTO patents with 853,638 reactions. The task is: Predict the reaction yield, written as a fraction of the theoretical maximum amount of product (1.0 means a 100% yield; for example, 0.34 means a 34% yield). (1) The reactants are Br[CH2:2][CH2:3][CH2:4][CH3:5].[OH:6][C:7]1[CH:16]=[C:15]([C@@H:17]([CH3:21])[C:18]([OH:20])=[O:19])[CH:14]=[C:13]2[C:8]=1[C@@H:9]1[CH2:27][C:26]([CH3:28])=[CH:25][CH2:24][C@H:10]1[C:11]([CH3:23])([CH3:22])[O:12]2.C(=O)(O)[O-].[Na+].CCCCCC. The catalyst is CN(C=O)C.O.C(OCC)(=O)C. The product is [OH:6][C:7]1[CH:16]=[C:15]([C@@H:17]([CH3:21])[C:18]([O:20][CH2:2][CH2:3][CH2:4][CH3:5])=[O:19])[CH:14]=[C:13]2[C:8]=1[C@@H:9]1[CH2:27][C:26]([CH3:28])=[CH:25][CH2:24][C@H:10]1[C:11]([CH3:23])([CH3:22])[O:12]2. The yield is 0.670. (2) The reactants are [CH2:1]([N:3]([CH2:20][CH3:21])[CH2:4][CH2:5][NH:6]C(C1C=CC2C(=CC=C(I)C=2)C=1)=O)[CH3:2].[I:22][C:23]1[CH:36]=[CH:35][C:34]2[C:25](=[C:26]([C:38]([O:40]C)=O)[C:27]3[C:32]([N:33]=2)=[CH:31][CH:30]=[C:29]([I:37])[CH:28]=3)[CH:24]=1.[K+].[Br-].Cl.C(N(CC)CCNC(C1C=CC2C(=CC=C(I)C=2)C=1)=O)C.Cl.Cl.C(N(CC)CCNC(=O)C1C=CC(I)=NC=1)C.IC1C=CC=C2C=1N=C1C(=C2)C=CC=C1C(OC)=O.C(N(CC)CCNC(C1SC2C=CC=C(I)C=2C=1)=O)C. The catalyst is C1(C)C=CC=CC=1.ClCCl.C(O)C. The product is [CH2:1]([N:3]([CH2:20][CH3:21])[CH2:4][CH2:5][NH:6][C:38]([C:26]1[C:27]2[C:32]([N:33]=[C:34]3[C:25]=1[CH:24]=[C:23]([I:22])[CH:36]=[CH:35]3)=[CH:31][CH:30]=[C:29]([I:37])[CH:28]=2)=[O:40])[CH3:2]. The yield is 0.570. (3) The reactants are I[C:2]1[C:6]2=[N:7][CH:8]=[CH:9][C:10]([O:11][CH3:12])=[C:5]2[N:4]([CH2:13][CH2:14][O:15][CH3:16])[CH:3]=1.[Li]CCCC.[C:22](=O)([O:26]CC)[O:23][CH2:24][CH3:25].[NH4+].[Cl-]. The catalyst is C1COCC1. The product is [CH2:24]([O:23][C:22]([C:2]1[C:6]2=[N:7][CH:8]=[CH:9][C:10]([O:11][CH3:12])=[C:5]2[N:4]([CH2:13][CH2:14][O:15][CH3:16])[CH:3]=1)=[O:26])[CH3:25]. The yield is 0.470. (4) The yield is 0.591. The reactants are [SH:1][CH2:2][C:3]1[CH:4]=[C:5]([CH2:11][OH:12])[CH:6]=[C:7]([CH2:9][OH:10])[CH:8]=1.C(N(CC)CC)C.[CH3:20][C:21]1([CH3:24])[CH2:23][S:22]1. The catalyst is CO. The product is [SH:22][C:21]([CH3:24])([CH3:23])[CH2:20][S:1][CH2:2][C:3]1[CH:4]=[C:5]([CH2:11][OH:12])[CH:6]=[C:7]([CH2:9][OH:10])[CH:8]=1.